This data is from Forward reaction prediction with 1.9M reactions from USPTO patents (1976-2016). The task is: Predict the product of the given reaction. (1) Given the reactants [H-].[Na+].[NH2:3][C:4]1[CH:9]=[CH:8][CH:7]=[CH:6][C:5]=1[S:10]([CH:13]([CH3:15])[CH3:14])(=[O:12])=[O:11].[Cl:16][C:17]1[N:22]=[C:21](Cl)[C:20]([CH3:24])=[CH:19][N:18]=1, predict the reaction product. The product is: [Cl:16][C:17]1[N:22]=[C:21]([NH:3][C:4]2[CH:9]=[CH:8][CH:7]=[CH:6][C:5]=2[S:10]([CH:13]([CH3:15])[CH3:14])(=[O:12])=[O:11])[C:20]([CH3:24])=[CH:19][N:18]=1. (2) Given the reactants C(OC([NH:8][CH:9]1[CH2:14][CH2:13][CH:12]([NH:15][C:16]2[CH:25]=[CH:24][CH:23]=[C:22]3[C:17]=2[C:18]([S:26][CH3:27])=[CH:19][N:20]=[CH:21]3)[CH2:11][CH2:10]1)=O)(C)(C)C.[ClH:28].CO, predict the reaction product. The product is: [ClH:28].[CH3:27][S:26][C:18]1[C:17]2[C:22](=[CH:23][CH:24]=[CH:25][C:16]=2[NH:15][CH:12]2[CH2:13][CH2:14][CH:9]([NH2:8])[CH2:10][CH2:11]2)[CH:21]=[N:20][CH:19]=1.